Dataset: Full USPTO retrosynthesis dataset with 1.9M reactions from patents (1976-2016). Task: Predict the reactants needed to synthesize the given product. (1) Given the product [ClH:52].[CH2:1]([C@@H:8]1[CH2:13][NH:12][CH2:11][CH2:10][N:9]1[C:21]([C:23]1[CH:27]=[C:26]([CH3:28])[N:25]([C:29]2[CH:34]=[CH:33][CH:32]=[C:31]([O:35][CH3:36])[C:30]=2[O:37][CH3:38])[C:24]=1[C:39]1[CH:40]=[CH:41][C:42]([O:43][CH2:44][C:45]([O:47][CH2:48][CH3:49])=[O:46])=[CH:50][CH:51]=1)=[O:22])[C:2]1[CH:7]=[CH:6][CH:5]=[CH:4][CH:3]=1, predict the reactants needed to synthesize it. The reactants are: [CH2:1]([C@@H:8]1[CH2:13][N:12](CC2C=CC=CC=2)[CH2:11][CH2:10][N:9]1[C:21]([C:23]1[CH:27]=[C:26]([CH3:28])[N:25]([C:29]2[CH:34]=[CH:33][CH:32]=[C:31]([O:35][CH3:36])[C:30]=2[O:37][CH3:38])[C:24]=1[C:39]1[CH:51]=[CH:50][C:42]([O:43][CH2:44][C:45]([O:47][CH2:48][CH3:49])=[O:46])=[CH:41][CH:40]=1)=[O:22])[C:2]1[CH:7]=[CH:6][CH:5]=[CH:4][CH:3]=1.[ClH:52]. (2) Given the product [F:12][C:3]([O:4][C:5]1[CH:6]=[C:7]([Br:11])[CH:8]=[CH:9][CH:10]=1)=[C:2]([F:14])[F:15], predict the reactants needed to synthesize it. The reactants are: Br[C:2]([F:15])([F:14])[C:3](F)([F:12])[O:4][C:5]1[CH:6]=[C:7]([Br:11])[CH:8]=[CH:9][CH:10]=1. (3) Given the product [Cl:36][C:32]1[CH:31]=[C:30]([C:7]2[N:8]=[C:9]([N:11]3[C:15]4[CH:16]=[C:17]([CH2:20][CH2:21][CH2:22][CH2:23][N:24]5[CH2:25][CH2:26][O:27][CH2:28][CH2:29]5)[CH:18]=[CH:19][C:14]=4[N:13]=[CH:12]3)[S:10][C:6]=2[C:4]([OH:5])=[O:3])[CH:35]=[CH:34][CH:33]=1, predict the reactants needed to synthesize it. The reactants are: C([O:3][C:4]([C:6]1[S:10][C:9]([N:11]2[C:15]3[CH:16]=[C:17]([CH2:20][CH2:21][CH2:22][CH2:23][N:24]4[CH2:29][CH2:28][O:27][CH2:26][CH2:25]4)[CH:18]=[CH:19][C:14]=3[N:13]=[CH:12]2)=[N:8][C:7]=1[C:30]1[CH:35]=[CH:34][CH:33]=[C:32]([Cl:36])[CH:31]=1)=[O:5])C.O1CCCC1.[OH-].[Li+]. (4) Given the product [Br:43][C:44]1[CH:52]=[CH:51][CH:50]=[CH:49][C:45]=1[CH2:46][N:13]1[C:14]2[CH:15]=[CH:16][C:17]([C:22]3[CH:23]=[CH:24][CH:25]=[CH:26][CH:27]=3)=[CH:18][C:19]=2[C:20]2[C:12]1=[CH:11][CH:10]=[C:9]([C:3]1[CH:8]=[CH:7][CH:6]=[CH:5][CH:4]=1)[CH:21]=2, predict the reactants needed to synthesize it. The reactants are: [H-].[Na+].[C:3]1([C:9]2[CH:10]=[CH:11][C:12]3[NH:13][C:14]4[C:19]([C:20]=3[CH:21]=2)=[CH:18][C:17]([C:22]2[CH:27]=[CH:26][CH:25]=[CH:24][CH:23]=2)=[CH:16][CH:15]=4)[CH:8]=[CH:7][CH:6]=[CH:5][CH:4]=1.C1OCCOCCOCCOCCOC1.[Br:43][C:44]1[CH:52]=[CH:51][CH:50]=[CH:49][C:45]=1[C:46](Br)=O. (5) Given the product [Cl:1][C:2]1[C:11]([Cl:12])=[CH:10][C:5]([CH2:6][OH:7])=[C:4]([CH2:13][OH:14])[CH:3]=1, predict the reactants needed to synthesize it. The reactants are: [Cl:1][C:2]1[CH:3]=[C:4]([C:13](OC)=[O:14])[C:5](=[CH:10][C:11]=1[Cl:12])[C:6](OC)=[O:7].[H-].[H-].[H-].[H-].[Li+].[Al+3].O.[OH-].[Na+]. (6) Given the product [CH3:9][O:8][Si:5]([O:10][CH3:11])([O:6][CH3:7])[CH2:4][CH2:3][CH2:2][NH:1][C:12](=[O:17])[O:13][CH2:14][CH2:15][OH:16], predict the reactants needed to synthesize it. The reactants are: [NH2:1][CH2:2][CH2:3][CH2:4][Si:5]([O:10][CH3:11])([O:8][CH3:9])[O:6][CH3:7].[C:12]1(=[O:17])[O:16][CH2:15][CH2:14][O:13]1. (7) Given the product [F:1][C:2]1[CH:3]=[CH:4][C:5]([O:29][CH3:30])=[C:6]([C:8]([CH3:27])([CH3:28])[CH2:9][C:10]([OH:26])([C:22]([F:25])([F:23])[F:24])[CH2:11][N:12]2[C:13]3[C:14](=[CH:18][CH:19]=[CH:20][CH:21]=3)[C:15](=[O:16])[N:17]=[CH:32]2)[CH:7]=1, predict the reactants needed to synthesize it. The reactants are: [F:1][C:2]1[CH:3]=[CH:4][C:5]([O:29][CH3:30])=[C:6]([C:8]([CH3:28])([CH3:27])[CH2:9][C:10]([OH:26])([C:22]([F:25])([F:24])[F:23])[CH2:11][NH:12][C:13]2[CH:21]=[CH:20][CH:19]=[CH:18][C:14]=2[C:15]([NH2:17])=[O:16])[CH:7]=1.F[C:32](F)(F)C(O)=O.